This data is from Full USPTO retrosynthesis dataset with 1.9M reactions from patents (1976-2016). The task is: Predict the reactants needed to synthesize the given product. (1) Given the product [Br:33][C:8]1[C:9]2[C:14](=[CH:13][C:12]([C:17]3[S:21][C:20]4[CH:22]=[CH:23][CH:24]=[CH:25][C:19]=4[C:18]=3[C:26](=[O:32])[CH2:27][C:28]([CH3:31])([CH3:29])[CH3:30])=[CH:11][CH:10]=2)[CH:15]=[CH:16][C:7]=1[O:6][CH2:5][C:4]([OH:34])=[O:3], predict the reactants needed to synthesize it. The reactants are: C([O:3][C:4](=[O:34])[CH2:5][O:6][C:7]1[CH:16]=[CH:15][C:14]2[C:9](=[CH:10][CH:11]=[C:12]([C:17]3[S:21][C:20]4[CH:22]=[CH:23][CH:24]=[CH:25][C:19]=4[C:18]=3[C:26](=[O:32])[CH2:27][C:28]([CH3:31])([CH3:30])[CH3:29])[CH:13]=2)[C:8]=1[Br:33])C.[OH-].[K+].Cl. (2) Given the product [O:63]1[C:64]2[CH:70]=[CH:69][C:68]([CH2:71][N:38]([CH2:37][C@@H:17]3[O:16][C:15]4[C:10]([NH:9][C:1](=[O:8])[C:2]5[CH:3]=[CH:4][N:5]=[CH:6][CH:7]=5)=[CH:11][CH:12]=[CH:13][C:14]=4[C:21](=[O:22])[N:20]([C@@H:23]([CH3:35])[CH2:24][OH:25])[CH2:19][C@H:18]3[CH3:36])[CH3:39])=[CH:67][C:65]=2[O:66][CH2:62]1, predict the reactants needed to synthesize it. The reactants are: [C:1]([NH:9][C:10]1[C:15]2[O:16][C@@H:17]([CH2:37][N:38](C)[C:39](=O)OC(C)(C)C)[C@H:18]([CH3:36])[CH2:19][N:20]([C@@H:23]([CH3:35])[CH2:24][O:25]CC3C=CC(OC)=CC=3)[C:21](=[O:22])[C:14]=2[CH:13]=[CH:12][CH:11]=1)(=[O:8])[C:2]1[CH:7]=[CH:6][N:5]=[CH:4][CH:3]=1.O(C1C=CC(C=O)=CC=1)C1C=CC=CC=1.[CH2:62]1[O:66][C:65]2[CH:67]=[C:68]([CH:71]=O)[CH:69]=[CH:70][C:64]=2[O:63]1. (3) The reactants are: [CH:1]1([C:4]([C:6]2[S:7][C:8]([C:11]3[CH:16]=[CH:15][CH:14]=[C:13]([NH:17][C:18]4[N:23]=[C:22]([C:24]([F:27])([F:26])[F:25])[CH:21]=[CH:20][N:19]=4)[CH:12]=3)=[CH:9][N:10]=2)=[O:5])[CH2:3][CH2:2]1.[F:28][C:29]([Si](C)(C)C)([F:31])[F:30].[F-].C[N+](C)(C)C.CC([O-])(C)C.[K+].CCCC[N+](CCCC)(CCCC)CCCC.[F-].Cl. Given the product [CH:1]1([C:4]([C:6]2[S:7][C:8]([C:11]3[CH:16]=[CH:15][CH:14]=[C:13]([NH:17][C:18]4[N:23]=[C:22]([C:24]([F:25])([F:26])[F:27])[CH:21]=[CH:20][N:19]=4)[CH:12]=3)=[CH:9][N:10]=2)([OH:5])[C:29]([F:31])([F:30])[F:28])[CH2:3][CH2:2]1, predict the reactants needed to synthesize it. (4) Given the product [C:21]([C:3]1[N:4]=[CH:5][C:6]([N:8]2[CH2:13][CH2:12][CH2:11][C@@H:10]([NH:14][C:15](=[O:19])[N:16]([CH3:18])[CH3:17])[C@H:9]2[CH3:20])=[N:7][C:2]=1[NH:37][C:36]1[CH:38]=[CH:39][C:33]([C:29]2([CH3:32])[CH2:30][CH2:31][N:26]([CH:23]3[CH2:25][CH2:24]3)[CH2:27][CH2:28]2)=[CH:34][CH:35]=1)#[N:22], predict the reactants needed to synthesize it. The reactants are: Cl[C:2]1[N:7]=[C:6]([N:8]2[CH2:13][CH2:12][CH2:11][C@@H:10]([NH:14][C:15](=[O:19])[N:16]([CH3:18])[CH3:17])[C@H:9]2[CH3:20])[CH:5]=[N:4][C:3]=1[C:21]#[N:22].[CH:23]1([N:26]2[CH2:31][CH2:30][C:29]([C:33]3[CH:39]=[CH:38][C:36]([NH2:37])=[CH:35][CH:34]=3)([CH3:32])[CH2:28][CH2:27]2)[CH2:25][CH2:24]1.C(=O)([O-])[O-].[Cs+].[Cs+].C1C=CC(P(C2C(C3C(P(C4C=CC=CC=4)C4C=CC=CC=4)=CC=C4C=3C=CC=C4)=C3C(C=CC=C3)=CC=2)C2C=CC=CC=2)=CC=1. (5) Given the product [CH:10]1[C:9]2[C:7](=[O:8])[C:6]([C:22]([OH:24])=[O:23])=[CH:5][N:4]([CH:3]3[CH2:2][CH2:1]3)[C:14]=2[CH:13]=[C:12]([N:15]2[CH2:16][CH2:17][NH:18][CH2:19][CH2:20]2)[C:11]=1[F:21].[ClH:26], predict the reactants needed to synthesize it. The reactants are: [CH2:1]1[CH:3]([N:4]2[C:14]3[C:9](=[CH:10][C:11]([F:21])=[C:12]([N:15]4[CH2:20][CH2:19][NH:18][CH2:17][CH2:16]4)[CH:13]=3)[C:7](=[O:8])[C:6]([C:22]([OH:24])=[O:23])=[CH:5]2)[CH2:2]1.O.[ClH:26]. (6) Given the product [Cl:20][C:21]1[C:26]([NH:19][C@H:17]([C:7]2[N:6]=[C:5]3[CH:4]=[CH:3][N:2]([CH3:1])[C:10]3=[CH:9][C:8]=2[N:11]2[CH2:12][CH2:13][O:14][CH2:15][CH2:16]2)[CH3:18])=[N:25][C:24]([NH2:28])=[N:23][C:22]=1[NH2:29], predict the reactants needed to synthesize it. The reactants are: [CH3:1][N:2]1[C:10]2[C:5](=[N:6][C:7]([C@@H:17]([NH2:19])[CH3:18])=[C:8]([N:11]3[CH2:16][CH2:15][O:14][CH2:13][CH2:12]3)[CH:9]=2)[CH:4]=[CH:3]1.[Cl:20][C:21]1[C:22]([NH2:29])=[N:23][C:24]([NH2:28])=[N:25][C:26]=1Cl.CCN(CC)CC.